This data is from Full USPTO retrosynthesis dataset with 1.9M reactions from patents (1976-2016). The task is: Predict the reactants needed to synthesize the given product. (1) The reactants are: [Cl:1][C:2]1[CH:7]=[CH:6][C:5]([C:8]2[N:12]([CH2:13][C:14]3[CH:19]=[CH:18][C:17](CCC(O)=O)=[CH:16][CH:15]=3)[C:11]3[CH:25]=[C:26](F)[C:27](F)=[CH:28][C:10]=3[N:9]=2)=[C:4](OCC2CCCC2)[CH:3]=1.[Br:38]C1C=C(Cl)C=CC=1C1NC2C=CC=CC=2N=1.BrCC1CCCCC1. Given the product [Br:38][C:4]1[CH:3]=[C:2]([Cl:1])[CH:7]=[CH:6][C:5]=1[C:8]1[N:12]([CH2:13][CH:14]2[CH2:19][CH2:18][CH2:17][CH2:16][CH2:15]2)[C:11]2[CH:25]=[CH:26][CH:27]=[CH:28][C:10]=2[N:9]=1, predict the reactants needed to synthesize it. (2) Given the product [C:16]([O:20][C:21]([N:23]1[CH2:24][CH:25]2[CH:29]([CH2:28][N:27]([C:4](=[O:6])[C:3]3[C:7]([N:11]4[N:15]=[CH:14][CH:13]=[N:12]4)=[CH:8][CH:9]=[CH:10][C:2]=3[F:1])[CH2:26]2)[CH2:30]1)=[O:22])([CH3:19])([CH3:17])[CH3:18], predict the reactants needed to synthesize it. The reactants are: [F:1][C:2]1[CH:10]=[CH:9][CH:8]=[C:7]([N:11]2[N:15]=[CH:14][CH:13]=[N:12]2)[C:3]=1[C:4]([OH:6])=O.[C:16]([O:20][C:21]([N:23]1[CH2:30][CH:29]2[CH:25]([CH2:26][NH:27][CH2:28]2)[CH2:24]1)=[O:22])([CH3:19])([CH3:18])[CH3:17].CN(C(ON1N=NC2C=CC=NC1=2)=[N+](C)C)C.F[P-](F)(F)(F)(F)F.CCN(C(C)C)C(C)C. (3) Given the product [CH:1]([N:14]1[CH2:19][CH2:18][N:17]([CH2:20][CH:21]2[O:25][C:24](=[O:26])[N:23]([CH:27]3[CH2:29][CH2:31][CH2:30][CH2:28]3)[CH2:22]2)[CH2:16][CH2:15]1)([C:8]1[CH:9]=[CH:10][CH:11]=[CH:12][CH:13]=1)[C:2]1[CH:7]=[CH:6][CH:5]=[CH:4][CH:3]=1, predict the reactants needed to synthesize it. The reactants are: [CH:1]([N:14]1[CH2:19][CH2:18][N:17]([CH2:20][CH:21]2[O:25][C:24](=[O:26])[N:23]([CH:27]([CH3:29])[CH3:28])[CH2:22]2)[CH2:16][CH2:15]1)([C:8]1[CH:13]=[CH:12][CH:11]=[CH:10][CH:9]=1)[C:2]1[CH:7]=[CH:6][CH:5]=[CH:4][CH:3]=1.[CH:30]1(N2CC(CO)OC2=O)CCC[CH2:31]1.OCC1OC(=O)N(C(C)C)C1. (4) The reactants are: [CH3:1][C:2]1([CH2:5][O:6][C:7]2[CH:12]=[CH:11][N:10]=[CH:9][C:8]=2[N+:13]([O-])=O)[CH2:4][CH2:3]1. Given the product [CH3:1][C:2]1([CH2:5][O:6][C:7]2[CH:12]=[CH:11][N:10]=[CH:9][C:8]=2[NH2:13])[CH2:4][CH2:3]1, predict the reactants needed to synthesize it.